Dataset: M1 muscarinic receptor antagonist screen with 61,756 compounds. Task: Binary Classification. Given a drug SMILES string, predict its activity (active/inactive) in a high-throughput screening assay against a specified biological target. (1) The compound is Clc1ccc(CS(=O)(=O)N2CCN(CC2)Cc2ccccc2)cc1. The result is 0 (inactive). (2) The compound is O=C1N(C(=O)C2C1C1CC2C=C1)c1cc(c(NCc2cccnc2)cc1)C(O)=O. The result is 0 (inactive). (3) The compound is S(=O)(=O)(N(CC(F)(F)C(F)F)C)c1ccc(NC(OC)=O)cc1. The result is 0 (inactive). (4) The molecule is S(=O)(=O)(NCCc1ccccc1)c1cc2oc(=O)n(c2cc1)C. The result is 0 (inactive). (5) The compound is O(CC(=O)c1c(OC)ccc(OC)c1)C(=O)c1c(OC)cccc1OC. The result is 0 (inactive). (6) The compound is n1c(c(nc2c1cccc2)c1ncccc1)c1ncccc1. The result is 0 (inactive). (7) The drug is O1C(CCC1)C(=O)Nc1ccc(cc1)c1oc2c(n1)cccc2. The result is 0 (inactive). (8) The molecule is S(=O)(=O)(Nc1sc(nn1)C(CC)CC)Cc1ccccc1. The result is 0 (inactive). (9) The compound is S(c1nc(cc(OCC#N)n1)C)C. The result is 0 (inactive).